This data is from Reaction yield outcomes from USPTO patents with 853,638 reactions. The task is: Predict the reaction yield, written as a fraction of the theoretical maximum amount of product (1.0 means a 100% yield; for example, 0.34 means a 34% yield). (1) The reactants are C([O:5][C:6](=[O:39])[CH2:7][O:8][C:9]1[C:14]2[CH2:15][CH2:16][CH2:17][CH2:18][CH:19]([NH:20][S:21]([C:24]3[CH:29]=[CH:28][C:27]([C:30]4[CH:35]=[CH:34][CH:33]=[C:32]([CH:36]([CH3:38])[CH3:37])[CH:31]=4)=[CH:26][N:25]=3)(=[O:23])=[O:22])[C:13]=2[CH:12]=[CH:11][CH:10]=1)(C)(C)C.[OH-].[Na+]. No catalyst specified. The product is [CH:36]([C:32]1[CH:31]=[C:30]([C:27]2[CH:28]=[CH:29][C:24]([S:21]([NH:20][CH:19]3[C:13]4[CH:12]=[CH:11][CH:10]=[C:9]([O:8][CH2:7][C:6]([OH:39])=[O:5])[C:14]=4[CH2:15][CH2:16][CH2:17][CH2:18]3)(=[O:22])=[O:23])=[N:25][CH:26]=2)[CH:35]=[CH:34][CH:33]=1)([CH3:38])[CH3:37]. The yield is 0.610. (2) The reactants are [CH:1]1([CH:4]2[CH2:7][CH2:6][C:5]2([C:9]2[CH:14]=[CH:13][CH:12]=[CH:11][C:10]=2[NH:15]C=O)[OH:8])[CH2:3][CH2:2]1.[OH-].[K+]. The catalyst is CO. The product is [NH2:15][C:10]1[CH:11]=[CH:12][CH:13]=[CH:14][C:9]=1[C:5]1([OH:8])[CH2:6][CH2:7][CH:4]1[CH:1]1[CH2:3][CH2:2]1. The yield is 0.800. (3) The reactants are C(Cl)(=O)C(Cl)=O.[CH3:7][O:8][C:9]1[CH:10]=[C:11]([N:18]2[CH2:23][CH2:22][CH:21]([OH:24])[CH2:20][CH2:19]2)[CH:12]=[CH:13][C:14]=1[N+:15]([O-:17])=[O:16]. The catalyst is C(Cl)Cl.CS(C)=O. The product is [CH3:7][O:8][C:9]1[CH:10]=[C:11]([N:18]2[CH2:23][CH2:22][C:21](=[O:24])[CH2:20][CH2:19]2)[CH:12]=[CH:13][C:14]=1[N+:15]([O-:17])=[O:16]. The yield is 0.970. (4) The reactants are [OH:1][CH:2]1[CH2:5][O:4][CH2:3]1.CC(C)([O-])C.[K+].F[C:13]1[CH:20]=[CH:19][C:18]([N+:21]([O-:23])=[O:22])=[CH:17][C:14]=1[C:15]#[N:16]. The catalyst is C1COCC1. The product is [N+:21]([C:18]1[CH:19]=[CH:20][C:13]([O:1][CH:2]2[CH2:5][O:4][CH2:3]2)=[C:14]([CH:17]=1)[C:15]#[N:16])([O-:23])=[O:22]. The yield is 0.900. (5) No catalyst specified. The reactants are [Br:1][C:2]1[CH:3]=[C:4]([CH:7]=[O:8])[S:5][CH:6]=1.[CH2:9]([OH:11])[CH3:10].[Cl-].[NH4+].C([O-])([O-])O[CH2:16][CH3:17]. The yield is 0.810. The product is [Br:1][C:2]1[CH:3]=[C:4]([CH:7]([O:11][CH2:9][CH3:10])[O:8][CH2:16][CH3:17])[S:5][CH:6]=1. (6) The reactants are [NH:1]([C:3]1[CH:17]=[CH:16][CH:15]=[CH:14][C:4]=1[O:5][C:6]1[CH:11]=[CH:10][C:9]([CH3:12])=[CH:8][C:7]=1[OH:13])[NH2:2].[CH2:18]([O:20][C:21](=[O:29])[C:22]([C:27]#[N:28])=[CH:23]OCC)[CH3:19]. The product is [CH2:18]([O:20][C:21]([C:22]1[CH:23]=[N:2][N:1]([C:3]2[CH:17]=[CH:16][CH:15]=[CH:14][C:4]=2[O:5][C:6]2[CH:11]=[CH:10][C:9]([CH3:12])=[CH:8][C:7]=2[OH:13])[C:27]=1[NH2:28])=[O:29])[CH3:19]. The yield is 0.620. The catalyst is C(#N)C.